Dataset: Reaction yield outcomes from USPTO patents with 853,638 reactions. Task: Predict the reaction yield, written as a fraction of the theoretical maximum amount of product (1.0 means a 100% yield; for example, 0.34 means a 34% yield). (1) The reactants are [Br:1][C:2]1[CH:7]=[CH:6][C:5]([CH2:8][C:9]([OH:11])=O)=[CH:4][CH:3]=1.C(Cl)(=O)C(Cl)=O.[NH2:18][C:19]1[CH:26]=[CH:25][C:22]([C:23]#[N:24])=[C:21]([C:27]([F:30])([F:29])[F:28])[CH:20]=1.N1C=CC=CC=1. The catalyst is ClCCl.CC=C(C)C.C(#N)C1C=CC=CC=1.C(Cl)(Cl)Cl.CN(C=O)C. The product is [Br:1][C:2]1[CH:3]=[CH:4][C:5]([CH2:8][C:9]([NH:18][C:19]2[CH:26]=[CH:25][C:22]([C:23]#[N:24])=[C:21]([C:27]([F:28])([F:29])[F:30])[CH:20]=2)=[O:11])=[CH:6][CH:7]=1. The yield is 0.480. (2) The product is [C:9]([C:2]1[CH:7]=[CH:6][C:5]([Br:8])=[CH:4][CH:3]=1)#[C:10][CH2:11][CH2:12][CH2:13][CH2:14][CH2:15][CH2:16][CH2:17][CH3:18]. The reactants are I[C:2]1[CH:7]=[CH:6][C:5]([Br:8])=[CH:4][CH:3]=1.[CH:9]#[C:10][CH2:11][CH2:12][CH2:13][CH2:14][CH2:15][CH2:16][CH2:17][CH3:18].C(OP([O-])OCC)C. The catalyst is [Pd](Cl)Cl.[Cu]I.C1(P(C2C=CC=CC=2)C2C=CC=CC=2)C=CC=CC=1. The yield is 0.980. (3) The reactants are [C:1]([O:5][C:6]([N:8]1[CH2:16][C:15]2[C:10](=[CH:11][CH:12]=[C:13](Br)[CH:14]=2)[CH2:9]1)=[O:7])([CH3:4])([CH3:3])[CH3:2].C1C=CC(P(C2C=CC=CC=2)CCCP(C2C=CC=CC=2)C2C=CC=CC=2)=CC=1.CO.CS(C)=O.C[CH2:54][O:55][C:56](C)=[O:57].CCCCCC. The catalyst is CC([O-])=O.CC([O-])=O.[Pd+2]. The product is [CH3:54][O:55][C:56]([C:13]1[CH:14]=[C:15]2[C:10](=[CH:11][CH:12]=1)[CH2:9][N:8]([C:6]([O:5][C:1]([CH3:4])([CH3:3])[CH3:2])=[O:7])[CH2:16]2)=[O:57]. The yield is 0.810. (4) The yield is 0.450. The reactants are Br[C:2]1[S:6][C:5]([C:7]2[N:12]([CH2:13][C:14]3[CH:19]=[CH:18][C:17]([F:20])=[CH:16][C:15]=3[F:21])[C:11](=[O:22])[C:10]([C:23]#[N:24])=[C:9]([C:25]([F:28])([F:27])[F:26])[CH:8]=2)=[CH:4][CH:3]=1.[CH3:29][O:30][C:31](=[O:50])[C:32]([CH3:49])([C:34]1[CH:39]=[CH:38][CH:37]=[C:36](B2OC(C)(C)C(C)(C)O2)[CH:35]=1)[CH3:33]. The product is [CH3:29][O:30][C:31](=[O:50])[C:32]([C:34]1[CH:35]=[CH:36][CH:37]=[C:38]([C:2]2[S:6][C:5]([C:7]3[N:12]([CH2:13][C:14]4[CH:19]=[CH:18][C:17]([F:20])=[CH:16][C:15]=4[F:21])[C:11](=[O:22])[C:10]([C:23]#[N:24])=[C:9]([C:25]([F:28])([F:27])[F:26])[CH:8]=3)=[CH:4][CH:3]=2)[CH:39]=1)([CH3:49])[CH3:33]. The catalyst is COCCOC.CCOCC.O.C1C=CC([PH+]([C]2[CH][CH][CH][CH]2)C2C=CC=CC=2)=CC=1.C1C=CC([PH+]([C]2[CH][CH][CH][CH]2)C2C=CC=CC=2)=CC=1.C(Cl)Cl.Cl[Pd]Cl.[Fe]. (5) The reactants are C(=O)([O-])[O-].[K+].[K+].CC1(C)C(C)(C)OB([C:15]2[CH:20]=[CH:19][C:18]([OH:21])=[CH:17][CH:16]=2)O1.Br[C:24]1[CH:25]=[C:26]([CH2:30][C:31]([O:33][CH3:34])=[O:32])[CH:27]=[CH:28][CH:29]=1.Cl. The catalyst is CN(C)C(=O)C.O.C1C=CC([P]([Pd]([P](C2C=CC=CC=2)(C2C=CC=CC=2)C2C=CC=CC=2)([P](C2C=CC=CC=2)(C2C=CC=CC=2)C2C=CC=CC=2)[P](C2C=CC=CC=2)(C2C=CC=CC=2)C2C=CC=CC=2)(C2C=CC=CC=2)C2C=CC=CC=2)=CC=1. The product is [OH:21][C:18]1[CH:17]=[CH:16][C:15]([C:28]2[CH:29]=[CH:24][CH:25]=[C:26]([CH2:30][C:31]([O:33][CH3:34])=[O:32])[CH:27]=2)=[CH:20][CH:19]=1. The yield is 0.670. (6) The product is [NH2:1][C:2]1[O:3][CH:4]=[C:5]([C:7]([NH:10][C@@H:11]([CH3:28])[CH2:12][N:13]2[CH:17]=[CH:16][C:15]([C:18]3[CH:25]=[CH:24][C:21]([C:22]#[N:23])=[C:20]([Cl:26])[C:19]=3[CH3:27])=[N:14]2)=[O:9])[N:6]=1. The reactants are [NH2:1][C:2]1[O:3][CH:4]=[C:5]([C:7]([OH:9])=O)[N:6]=1.[NH2:10][C@@H:11]([CH3:28])[CH2:12][N:13]1[CH:17]=[CH:16][C:15]([C:18]2[CH:25]=[CH:24][C:21]([C:22]#[N:23])=[C:20]([Cl:26])[C:19]=2[CH3:27])=[N:14]1. The yield is 0.290. No catalyst specified. (7) The reactants are [CH3:1][N:2]([CH3:23])[C:3]1[N:8]=[CH:7][C:6]([C:9]2[N:13]3[CH:14]=[CH:15][CH:16]=[CH:17][C:12]3=[N:11][C:10]=2[C:18](OCC)=[O:19])=[CH:5][CH:4]=1.[BH4-].[Li+].[OH-].[Na+]. The catalyst is CO. The product is [CH3:1][N:2]([CH3:23])[C:3]1[N:8]=[CH:7][C:6]([C:9]2[N:13]3[CH:14]=[CH:15][CH:16]=[CH:17][C:12]3=[N:11][C:10]=2[CH2:18][OH:19])=[CH:5][CH:4]=1. The yield is 0.330.